This data is from Catalyst prediction with 721,799 reactions and 888 catalyst types from USPTO. The task is: Predict which catalyst facilitates the given reaction. (1) Reactant: Br[C:2]1[CH:3]=[C:4]([NH:8][C:9]2[S:10][CH:11]=[N:12][N:13]=2)[CH:5]=[CH:6][CH:7]=1.[B:14]1([B:14]2[O:18][C:17]([CH3:20])([CH3:19])[C:16]([CH3:22])([CH3:21])[O:15]2)[O:18][C:17]([CH3:20])([CH3:19])[C:16]([CH3:22])([CH3:21])[O:15]1.CC([O-])=O.[K+]. The catalyst class is: 16. Product: [S:10]1[CH:11]=[N:12][N:13]=[C:9]1[NH:8][C:4]1[CH:3]=[C:2]([B:14]2[O:18][C:17]([CH3:20])([CH3:19])[C:16]([CH3:22])([CH3:21])[O:15]2)[CH:7]=[CH:6][CH:5]=1. (2) Reactant: C(OC([N:8]1[CH2:13][CH:12]=[C:11]([C:14]2[C:18]3[CH:19]=[N:20][C:21]([NH2:35])=[C:22]([O:23][C@@H:24]([C:26]4[C:31]([Cl:32])=[CH:30][CH:29]=[C:28]([F:33])[C:27]=4[Cl:34])[CH3:25])[C:17]=3[O:16][CH:15]=2)[CH2:10][CH2:9]1)=O)(C)(C)C. Product: [Cl:34][C:27]1[C:28]([F:33])=[CH:29][CH:30]=[C:31]([Cl:32])[C:26]=1[C@H:24]([O:23][C:22]1[C:17]2[O:16][CH:15]=[C:14]([C:11]3[CH2:12][CH2:13][NH:8][CH2:9][CH:10]=3)[C:18]=2[CH:19]=[N:20][C:21]=1[NH2:35])[CH3:25]. The catalyst class is: 89. (3) Reactant: [Br:1][C:2]1[CH:7]=[CH:6][C:5]([C:8]2[N:9]=[C:10]([NH:13][CH:14]([CH3:17])[CH2:15][OH:16])[S:11][CH:12]=2)=[CH:4][CH:3]=1.[C:18](OCC)(=[O:20])C. Product: [Br:1][C:2]1[CH:3]=[CH:4][C:5]([C:8]2[N:9]=[C:10]([N:13]3[CH:14]([CH3:17])[CH2:15][O:16][C:18]3=[O:20])[S:11][CH:12]=2)=[CH:6][CH:7]=1. The catalyst class is: 81. (4) Reactant: Cl[C:2](Cl)([O:4]C(=O)OC(Cl)(Cl)Cl)Cl.[F:13][C:14]([F:35])([F:34])[C:15]1[CH:16]=[C:17]([C:21]2[CH:22]=[CH:23][C:24]3[N:31]4[CH2:32][C@H:27]([CH2:28][CH2:29][CH2:30]4)[NH:26][C:25]=3[N:33]=2)[CH:18]=[CH:19][CH:20]=1.C(N(CC)C(C)C)(C)C.[C:45]([O:49][C:50](=[O:66])[NH:51][CH2:52][CH2:53][N:54]1[CH:58]=[C:57]([C:59]2[CH:64]=[CH:63][CH:62]=[C:61]([NH2:65])[CH:60]=2)[N:56]=[N:55]1)([CH3:48])([CH3:47])[CH3:46]. Product: [C:45]([O:49][C:50](=[O:66])[NH:51][CH2:52][CH2:53][N:54]1[CH:58]=[C:57]([C:59]2[CH:64]=[CH:63][CH:62]=[C:61]([NH:65][C:2]([N:26]3[C@@H:27]4[CH2:32][N:31]([CH2:30][CH2:29][CH2:28]4)[C:24]4[CH:23]=[CH:22][C:21]([C:17]5[CH:18]=[CH:19][CH:20]=[C:15]([C:14]([F:34])([F:13])[F:35])[CH:16]=5)=[N:33][C:25]3=4)=[O:4])[CH:60]=2)[N:56]=[N:55]1)([CH3:48])([CH3:46])[CH3:47]. The catalyst class is: 4.